The task is: Regression. Given two drug SMILES strings and cell line genomic features, predict the synergy score measuring deviation from expected non-interaction effect.. This data is from NCI-60 drug combinations with 297,098 pairs across 59 cell lines. (1) Drug 1: CC(C)NC(=O)C1=CC=C(C=C1)CNNC.Cl. Drug 2: C1CNP(=O)(OC1)N(CCCl)CCCl. Cell line: BT-549. Synergy scores: CSS=-1.02, Synergy_ZIP=0.762, Synergy_Bliss=-0.00362, Synergy_Loewe=-1.69, Synergy_HSA=-2.17. (2) Drug 1: C1=NC2=C(N1)C(=S)N=CN2. Drug 2: C1CNP(=O)(OC1)N(CCCl)CCCl. Cell line: K-562. Synergy scores: CSS=30.4, Synergy_ZIP=-0.792, Synergy_Bliss=1.96, Synergy_Loewe=-22.6, Synergy_HSA=2.40. (3) Drug 1: CC12CCC3C(C1CCC2=O)CC(=C)C4=CC(=O)C=CC34C. Drug 2: CCC1=C2CN3C(=CC4=C(C3=O)COC(=O)C4(CC)O)C2=NC5=C1C=C(C=C5)O. Cell line: NCI-H460. Synergy scores: CSS=30.6, Synergy_ZIP=-9.05, Synergy_Bliss=-10.7, Synergy_Loewe=-22.0, Synergy_HSA=-8.87. (4) Drug 2: CC1=C(C(=O)C2=C(C1=O)N3CC4C(C3(C2COC(=O)N)OC)N4)N. Synergy scores: CSS=17.1, Synergy_ZIP=-7.37, Synergy_Bliss=2.49, Synergy_Loewe=-12.6, Synergy_HSA=0.387. Drug 1: CCC(=C(C1=CC=CC=C1)C2=CC=C(C=C2)OCCN(C)C)C3=CC=CC=C3.C(C(=O)O)C(CC(=O)O)(C(=O)O)O. Cell line: SNB-75. (5) Drug 1: CC1CC2CCC3C(=C)CC(O3)CCC45CC6C(O4)C7C(O6)C(O5)C8C(O7)CCC(O8)CC(=O)CC9C(CC(C1=C)O2)OC(C9OC)CC(CN)O.CS(=O)(=O)O. Drug 2: CC1C(C(CC(O1)OC2CC(CC3=C2C(=C4C(=C3O)C(=O)C5=CC=CC=C5C4=O)O)(C(=O)C)O)N)O. Cell line: HL-60(TB). Synergy scores: CSS=37.6, Synergy_ZIP=-5.61, Synergy_Bliss=-8.29, Synergy_Loewe=-6.85, Synergy_HSA=-4.72. (6) Drug 1: CC1OCC2C(O1)C(C(C(O2)OC3C4COC(=O)C4C(C5=CC6=C(C=C35)OCO6)C7=CC(=C(C(=C7)OC)O)OC)O)O. Drug 2: CN(C)N=NC1=C(NC=N1)C(=O)N. Cell line: CAKI-1. Synergy scores: CSS=52.1, Synergy_ZIP=0.295, Synergy_Bliss=2.29, Synergy_Loewe=-0.0450, Synergy_HSA=7.10. (7) Drug 1: CC1OCC2C(O1)C(C(C(O2)OC3C4COC(=O)C4C(C5=CC6=C(C=C35)OCO6)C7=CC(=C(C(=C7)OC)O)OC)O)O. Drug 2: C1=CC(=CC=C1C#N)C(C2=CC=C(C=C2)C#N)N3C=NC=N3. Cell line: MDA-MB-435. Synergy scores: CSS=8.71, Synergy_ZIP=-1.51, Synergy_Bliss=5.16, Synergy_Loewe=-4.98, Synergy_HSA=0.974. (8) Drug 1: COC1=C(C=C2C(=C1)N=CN=C2NC3=CC(=C(C=C3)F)Cl)OCCCN4CCOCC4. Drug 2: C1C(C(OC1N2C=C(C(=O)NC2=O)F)CO)O. Cell line: HCT-15. Synergy scores: CSS=66.3, Synergy_ZIP=3.82, Synergy_Bliss=2.62, Synergy_Loewe=4.77, Synergy_HSA=8.50. (9) Drug 1: C1C(C(OC1N2C=NC3=C(N=C(N=C32)Cl)N)CO)O. Drug 2: C(CN)CNCCSP(=O)(O)O. Cell line: SK-MEL-5. Synergy scores: CSS=41.3, Synergy_ZIP=-3.73, Synergy_Bliss=-8.55, Synergy_Loewe=-68.8, Synergy_HSA=-9.54. (10) Drug 1: CC1C(C(=O)NC(C(=O)N2CCCC2C(=O)N(CC(=O)N(C(C(=O)O1)C(C)C)C)C)C(C)C)NC(=O)C3=C4C(=C(C=C3)C)OC5=C(C(=O)C(=C(C5=N4)C(=O)NC6C(OC(=O)C(N(C(=O)CN(C(=O)C7CCCN7C(=O)C(NC6=O)C(C)C)C)C)C(C)C)C)N)C. Drug 2: CCC1=C2CN3C(=CC4=C(C3=O)COC(=O)C4(CC)O)C2=NC5=C1C=C(C=C5)O. Cell line: SK-OV-3. Synergy scores: CSS=12.0, Synergy_ZIP=-3.25, Synergy_Bliss=0.0591, Synergy_Loewe=-15.4, Synergy_HSA=-1.12.